Dataset: Reaction yield outcomes from USPTO patents with 853,638 reactions. Task: Predict the reaction yield, written as a fraction of the theoretical maximum amount of product (1.0 means a 100% yield; for example, 0.34 means a 34% yield). The reactants are CC1(C)CO[CH:5]([C:8]2[C:9]3[NH:13][C:12]([C:14]([C:46]4[CH:51]=[CH:50][CH:49]=[CH:48][CH:47]=4)=[C:15]4[N:45]=[C:18]([C:19]([C:39]5[CH:44]=[CH:43][CH:42]=[CH:41][CH:40]=5)=[C:20]5[NH:38][C:23](=[C:24]([CH:30]6OCC(C)(C)C[O:31]6)[C:25]6[CH:26]=[CH:27][C:28]=2[N:29]=6)[CH:22]=[CH:21]5)[CH:17]=[CH:16]4)=[CH:11][CH:10]=3)[O:4]C1.C(O)(C(F)(F)F)=O.O. The catalyst is C(Cl)Cl. The product is [CH:5]([C:8]1[C:9]2[NH:13][C:12]([C:14]([C:46]3[CH:51]=[CH:50][CH:49]=[CH:48][CH:47]=3)=[C:15]3[N:45]=[C:18]([C:19]([C:39]4[CH:40]=[CH:41][CH:42]=[CH:43][CH:44]=4)=[C:20]4[NH:38][C:23](=[C:24]([CH:30]=[O:31])[C:25]5[CH:26]=[CH:27][C:28]=1[N:29]=5)[CH:22]=[CH:21]4)[CH:17]=[CH:16]3)=[CH:11][CH:10]=2)=[O:4]. The yield is 0.880.